From a dataset of CYP2C9 inhibition data for predicting drug metabolism from PubChem BioAssay. Regression/Classification. Given a drug SMILES string, predict its absorption, distribution, metabolism, or excretion properties. Task type varies by dataset: regression for continuous measurements (e.g., permeability, clearance, half-life) or binary classification for categorical outcomes (e.g., BBB penetration, CYP inhibition). Dataset: cyp2c9_veith. (1) The molecule is CN(Cc1ccco1)c1ccnc(-c2ccccc2C(F)(F)F)n1. The result is 0 (non-inhibitor). (2) The compound is CN1CCN(c2ncc3ncc(=O)n(C4CC4)c3n2)CC1. The result is 0 (non-inhibitor). (3) The drug is CS(=O)(=O)N1CC(C(=O)NC2CCCC2)Oc2ccc(Cl)cc21. The result is 1 (inhibitor). (4) The compound is COc1ccc2cc3[n+](cc2c1OC)CCc1cc2c(cc1-3)OCO2. The result is 0 (non-inhibitor). (5) The compound is CN(C)Cc1cc(C(=O)O)cc(CN(C)C)c1O. The result is 0 (non-inhibitor).